Dataset: Reaction yield outcomes from USPTO patents with 853,638 reactions. Task: Predict the reaction yield, written as a fraction of the theoretical maximum amount of product (1.0 means a 100% yield; for example, 0.34 means a 34% yield). (1) The reactants are O[CH2:2][C:3]1[CH:8]=[CH:7][C:6]([O:9][C:10](=[O:19])[N:11]([CH3:18])[C:12]2[CH:17]=[CH:16][CH:15]=[CH:14][CH:13]=2)=[CH:5][CH:4]=1.[SH:20][C:21]1[CH:26]=[CH:25][CH:24]=[CH:23][N:22]=1. No catalyst specified. The product is [S:20]=[C:21]1[CH:26]=[CH:25][CH:24]=[CH:23][N:22]1[CH2:2][C:3]1[CH:8]=[CH:7][C:6]([O:9][C:10](=[O:19])[N:11]([CH3:18])[C:12]2[CH:17]=[CH:16][CH:15]=[CH:14][CH:13]=2)=[CH:5][CH:4]=1. The yield is 0.140. (2) The reactants are [CH3:1][S:2][C:3]1[N:4]=[CH:5][C:6]2[CH:12]=[CH:11][C:10](=[O:13])[NH:9][C:7]=2[N:8]=1.[Br:14]N1C(=O)CCC1=O. The catalyst is CN(C)C=O. The product is [Br:14][C:11]1[C:10](=[O:13])[NH:9][C:7]2[N:8]=[C:3]([S:2][CH3:1])[N:4]=[CH:5][C:6]=2[CH:12]=1. The yield is 0.480. (3) The reactants are [C:1]1([CH:7]2[CH2:12][CH2:11][N:10]([CH2:13][CH2:14][C:15]#[N:16])[CH2:9][CH2:8]2)[CH:6]=[CH:5][CH:4]=[CH:3][CH:2]=1.Cl.[OH-].[Na+]. The catalyst is C1COCC1. The product is [C:1]1([CH:7]2[CH2:8][CH2:9][N:10]([CH2:13][CH2:14][CH2:15][NH2:16])[CH2:11][CH2:12]2)[CH:2]=[CH:3][CH:4]=[CH:5][CH:6]=1. The yield is 0.870.